This data is from Reaction yield outcomes from USPTO patents with 853,638 reactions. The task is: Predict the reaction yield, written as a fraction of the theoretical maximum amount of product (1.0 means a 100% yield; for example, 0.34 means a 34% yield). (1) The reactants are [CH3:1][C:2]1[CH:7]=[C:6]([CH3:8])[CH:5]=[C:4]([CH3:9])[C:3]=1[CH2:10][C:11]#[N:12].[CH:13](OCC)=[O:14].[O-]CC.[Na+].O. The catalyst is C(O)C. The product is [OH:14][CH:13]=[C:10]([C:3]1[C:4]([CH3:9])=[CH:5][C:6]([CH3:8])=[CH:7][C:2]=1[CH3:1])[C:11]#[N:12]. The yield is 0.980. (2) The reactants are [CH3:1][N:2]([CH2:16][C:17]1[CH:22]=[CH:21][CH:20]=[CH:19][C:18]=1[CH3:23])[CH2:3][CH:4]([C:6]1[CH:15]=[CH:14][C:13]2[C:8](=[CH:9][CH:10]=[CH:11][CH:12]=2)[CH:7]=1)O.FC(F)(F)C(OC(=O)C(F)(F)F)=O. The catalyst is FC(F)(F)C(O)=O. The product is [CH3:1][N:2]1[CH2:3][CH:4]([C:6]2[CH:15]=[CH:14][C:13]3[C:8](=[CH:9][CH:10]=[CH:11][CH:12]=3)[CH:7]=2)[C:22]2[C:17](=[C:18]([CH3:23])[CH:19]=[CH:20][CH:21]=2)[CH2:16]1. The yield is 0.610. (3) The reactants are CO[C:3]1[CH:8]=[CH:7][C:6]([C@@H:9]([N:11]([CH2:22][C:23]2[N:24]=[C:25]3[CH:30]=[CH:29][CH:28]=[C:27]([N:31]4[CH2:36][CH2:35][N:34]([CH3:37])[CH2:33][CH2:32]4)[N:26]3[CH:38]=2)[C@@H:12]2[C:21]3[N:20]=[CH:19][CH:18]=[CH:17][C:16]=3[CH2:15][CH2:14][CH2:13]2)C)=[CH:5][CH:4]=1.[C:39]1(C)C=CC=C(C=O)C=1. No catalyst specified. The product is [CH3:39][C:8]1[CH:7]=[C:6]([CH2:9][N:11]([CH2:22][C:23]2[N:24]=[C:25]3[CH:30]=[CH:29][CH:28]=[C:27]([N:31]4[CH2:36][CH2:35][N:34]([CH3:37])[CH2:33][CH2:32]4)[N:26]3[CH:38]=2)[C@@H:12]2[C:21]3[N:20]=[CH:19][CH:18]=[CH:17][C:16]=3[CH2:15][CH2:14][CH2:13]2)[CH:5]=[CH:4][CH:3]=1. The yield is 0.690. (4) The reactants are [C:1]([O:5][C:6]([N:8]([C@@H:20]1[CH2:24][CH2:23][N:22]([CH2:25][CH:26]2[CH2:30][CH2:29][CH2:28][CH2:27]2)[CH2:21]1)[C:9]1[N:14]=[CH:13][C:12](/[CH:15]=[CH:16]/[C:17](O)=[O:18])=[CH:11][CH:10]=1)=[O:7])([CH3:4])([CH3:3])[CH3:2].[O:31]1[CH2:36][CH2:35][CH2:34][CH2:33][CH:32]1[O:37][NH2:38].C1C=CC2N(O)N=NC=2C=1.CCN=C=NCCCN(C)C. The catalyst is CN(C=O)C. The product is [CH:26]1([CH2:25][N:22]2[CH2:23][CH2:24][C@@H:20]([N:8]([C:9]3[CH:10]=[CH:11][C:12](/[CH:15]=[CH:16]/[C:17](=[O:18])[NH:38][O:37][CH:32]4[CH2:33][CH2:34][CH2:35][CH2:36][O:31]4)=[CH:13][N:14]=3)[C:6](=[O:7])[O:5][C:1]([CH3:4])([CH3:3])[CH3:2])[CH2:21]2)[CH2:30][CH2:29][CH2:28][CH2:27]1. The yield is 0.690.